This data is from Peptide-MHC class I binding affinity with 185,985 pairs from IEDB/IMGT. The task is: Regression. Given a peptide amino acid sequence and an MHC pseudo amino acid sequence, predict their binding affinity value. This is MHC class I binding data. (1) The peptide sequence is IYLPIVHPF. The MHC is HLA-A26:03 with pseudo-sequence YYAMYRNNVAHTHVDTLYIRYQDYTWAEWAYRWY. The binding affinity (normalized) is 0.0847. (2) The binding affinity (normalized) is 0.0847. The peptide sequence is HSRRSRRSL. The MHC is HLA-B40:01 with pseudo-sequence HLA-B40:01. (3) The peptide sequence is EIAQHGAWY. The binding affinity (normalized) is 0.0847. The MHC is HLA-A02:06 with pseudo-sequence HLA-A02:06. (4) The peptide sequence is SVYVFHGG. The MHC is H-2-Db with pseudo-sequence H-2-Db. The binding affinity (normalized) is 0. (5) The peptide sequence is CSHHFHEL. The MHC is H-2-Kb with pseudo-sequence H-2-Kb. The binding affinity (normalized) is 0.462. (6) The peptide sequence is AHQFLQNEY. The MHC is Mamu-A20102 with pseudo-sequence Mamu-A20102. The binding affinity (normalized) is 0.917. (7) The peptide sequence is ASYQFQLPY. The MHC is HLA-A11:01 with pseudo-sequence HLA-A11:01. The binding affinity (normalized) is 0.943. (8) The peptide sequence is SGPKANII. The MHC is Mamu-A02 with pseudo-sequence Mamu-A02. The binding affinity (normalized) is 0. (9) The peptide sequence is AQGYKVLVL. The MHC is HLA-B35:01 with pseudo-sequence HLA-B35:01. The binding affinity (normalized) is 0.